Task: Predict the reaction yield, written as a fraction of the theoretical maximum amount of product (1.0 means a 100% yield; for example, 0.34 means a 34% yield).. Dataset: Reaction yield outcomes from USPTO patents with 853,638 reactions The yield is 0.420. The reactants are [NH2:1][C:2]1[NH:3][C:4](=[O:30])[C:5]2[S:10][C:9](=[O:11])[N:8]([C@@H:12]3[O:24][C@H:23]([CH2:25][O:26][C:27](=[O:29])[CH3:28])[C@@H:18]([O:19][C:20](=[O:22])[CH3:21])[C@H:13]3[O:14][C:15](=[O:17])[CH3:16])[C:6]=2[N:7]=1.[CH:48]1[CH:47]=CC(P([C:44]2[CH:49]=[CH:48][CH:47]=CC=2)[C:48]2[CH:47]=CC=[CH:44][CH:49]=2)=[CH:44][CH:49]=1.C1(CCO)CC1.CCOC(/N=N/C(OCC)=O)=O. The catalyst is C1COCC1. The product is [NH2:1][C:2]1[N:3]=[C:4]([O:30][CH2:47][CH:48]2[CH2:44][CH2:49]2)[C:5]2[S:10][C:9](=[O:11])[N:8]([C@@H:12]3[O:24][C@H:23]([CH2:25][O:26][C:27](=[O:29])[CH3:28])[C@@H:18]([O:19][C:20](=[O:22])[CH3:21])[C@H:13]3[O:14][C:15](=[O:17])[CH3:16])[C:6]=2[N:7]=1.